From a dataset of hERG potassium channel inhibition data for cardiac toxicity prediction from Karim et al.. Regression/Classification. Given a drug SMILES string, predict its toxicity properties. Task type varies by dataset: regression for continuous values (e.g., LD50, hERG inhibition percentage) or binary classification for toxic/non-toxic outcomes (e.g., AMES mutagenicity, cardiotoxicity, hepatotoxicity). Dataset: herg_karim. (1) The compound is CC1(C)c2nc(-c3ccc(F)cc3)c(Nc3ccc(F)cc3)n2CCN1C(=O)CN. The result is 0 (non-blocker). (2) The drug is COCCN1CCN(c2cc3c(Nc4ccc(C)cc4F)c(C(N)=O)nnc3cc2OC)CC1. The result is 0 (non-blocker). (3) The compound is O=C(CNC(=O)c1cccc(C(F)(F)F)c1)NC1CN([C@H]2CC[C@@](O)(c3cccs3)CC2)C1. The result is 0 (non-blocker). (4) The molecule is CN([C@H]1CCOC1)S(=O)(=O)Nc1ccc2ccc3ncc(-c4cnn(C)c4)cc3c(=O)c2c1. The result is 0 (non-blocker).